Dataset: Forward reaction prediction with 1.9M reactions from USPTO patents (1976-2016). Task: Predict the product of the given reaction. (1) Given the reactants [Br:1][C:2]1[CH:3]=[CH:4][C:5]([O:11][CH3:12])=[C:6](B(O)O)[CH:7]=1.I[C:14]1[CH:15]=[C:16]([N+:20]([O-:22])=[O:21])[CH:17]=[CH:18][CH:19]=1.C(=O)([O-])[O-].[K+].[K+], predict the reaction product. The product is: [Br:1][C:2]1[CH:3]=[CH:4][C:5]([O:11][CH3:12])=[C:6]([C:14]2[CH:19]=[CH:18][CH:17]=[C:16]([N+:20]([O-:22])=[O:21])[CH:15]=2)[CH:7]=1. (2) Given the reactants [NH2:1][C:2]1[CH:11]=[CH:10][CH:9]=[C:8]2[C:3]=1[CH2:4][CH:5]([OH:13])[C:6](=O)[NH:7]2.[H-].[H-].[H-].[H-].[Li+].[Al+3].C(OCC)(=O)C.O, predict the reaction product. The product is: [NH2:1][C:2]1[CH:11]=[CH:10][CH:9]=[C:8]2[C:3]=1[CH2:4][CH:5]([OH:13])[CH2:6][NH:7]2. (3) Given the reactants [Br:1][C:2]1[CH:7]=[CH:6][C:5]([C:8](=O)[CH2:9][NH:10][C:11]([C@@H:13]2[CH2:17][CH2:16][CH2:15][N:14]2[C:18]([O:20][C:21]([CH3:24])([CH3:23])[CH3:22])=[O:19])=[O:12])=[CH:4][CH:3]=1.C1C=CC(P(C2C=CC=CC=2)C2C=CC=CC=2)=CC=1.C(N(C(C)C)CC)(C)C.ClC(Cl)(Cl)C(Cl)(Cl)Cl, predict the reaction product. The product is: [Br:1][C:2]1[CH:3]=[CH:4][C:5]([C:8]2[O:12][C:11]([C@@H:13]3[CH2:17][CH2:16][CH2:15][N:14]3[C:18]([O:20][C:21]([CH3:24])([CH3:22])[CH3:23])=[O:19])=[N:10][CH:9]=2)=[CH:6][CH:7]=1. (4) Given the reactants C[Al](C)C.COC(=O)C(O[Si](C(C)(C)C)(C)C)C1C=CC=CC=1.[F:24][C:25]([F:30])([F:29])[C:26]([OH:28])=[O:27].[C:31]1([CH:37]2[CH:41]([C:42]3[CH:47]=[CH:46][CH:45]=[CH:44][CH:43]=3)[NH:40][C:39]([CH:48]([C:50]3[CH:55]=[CH:54][CH:53]=[CH:52][CH:51]=3)[OH:49])=[N:38]2)[CH:36]=[CH:35][CH:34]=[CH:33][CH:32]=1, predict the reaction product. The product is: [F:24][C:25]([F:30])([F:29])[C:26]([OH:28])=[O:27].[C:31]1([C@H:37]2[C@@H:41]([C:42]3[CH:47]=[CH:46][CH:45]=[CH:44][CH:43]=3)[NH:40][C:39]([CH:48]([C:50]3[CH:51]=[CH:52][CH:53]=[CH:54][CH:55]=3)[OH:49])=[N:38]2)[CH:36]=[CH:35][CH:34]=[CH:33][CH:32]=1. (5) Given the reactants Br[C:2]1[C:7]2[S:8][C:9]([C:11]([O:13][CH3:14])=[O:12])=[CH:10][C:6]=2[CH:5]=[CH:4][CH:3]=1.[CH3:15][O:16][C:17]1[CH:22]=[CH:21][CH:20]=[CH:19][C:18]=1B(O)O.[Cl-].[Li+].C(=O)([O-])[O-].[Na+].[Na+], predict the reaction product. The product is: [CH3:15][O:16][C:17]1[CH:22]=[CH:21][CH:20]=[CH:19][C:18]=1[C:2]1[C:7]2[S:8][C:9]([C:11]([O:13][CH3:14])=[O:12])=[CH:10][C:6]=2[CH:5]=[CH:4][CH:3]=1. (6) Given the reactants [F:1][C:2]1[C:10]2[C:9](=[O:11])[O:8][C:7](=O)[C:6]=2[C:5]([F:13])=[CH:4][CH:3]=1.C([NH2:16])=O, predict the reaction product. The product is: [F:1][C:2]1[CH:3]=[CH:4][C:5]([F:13])=[C:6]2[C:10]=1[C:9](=[O:11])[NH:16][C:7]2=[O:8]. (7) Given the reactants [NH2:1][C:2]1[C:10]2[C:5](=[N:6][C:7]([C:11]3[S:12][CH:13]=[CH:14][CH:15]=3)=[CH:8][CH:9]=2)[S:4][C:3]=1[C:16]([N:18]([CH2:29][CH2:30][C:31]([O:33]CC)=[O:32])[C:19]1[CH:24]=[CH:23][CH:22]=[C:21]([C:25]([F:28])([F:27])[F:26])[CH:20]=1)=[O:17].[OH-].[Na+], predict the reaction product. The product is: [NH2:1][C:2]1[C:10]2[C:5](=[N:6][C:7]([C:11]3[S:12][CH:13]=[CH:14][CH:15]=3)=[CH:8][CH:9]=2)[S:4][C:3]=1[C:16]([N:18]([CH2:29][CH2:30][C:31]([OH:33])=[O:32])[C:19]1[CH:24]=[CH:23][CH:22]=[C:21]([C:25]([F:27])([F:28])[F:26])[CH:20]=1)=[O:17]. (8) Given the reactants [OH:1][C:2]1[C:3]([CH3:18])=[C:4]2[C:9](=[C:10]([CH3:13])[C:11]=1[CH3:12])[O:8][C:7]([CH3:17])([C:14]([OH:16])=[O:15])[CH2:6][CH2:5]2.[CH3:19][C:20](OC(C)=O)=[O:21], predict the reaction product. The product is: [C:20]([O:1][C:2]1[C:3]([CH3:18])=[C:4]2[C:9](=[C:10]([CH3:13])[C:11]=1[CH3:12])[O:8][C:7]([CH3:17])([C:14]([OH:16])=[O:15])[CH2:6][CH2:5]2)(=[O:21])[CH3:19]. (9) The product is: [Br:28][CH:15]([CH:16]=[O:17])[CH2:14][CH2:13][C@H:10]1[C:11](=[O:12])[N:8]([Si:1]([C:4]([CH3:7])([CH3:6])[CH3:5])([CH3:3])[CH3:2])[C@@H:9]1[C:18]([O:20][CH2:21][C:22]1[CH:23]=[CH:24][CH:25]=[CH:26][CH:27]=1)=[O:19]. Given the reactants [Si:1]([N:8]1[C:11](=[O:12])[C@H:10]([CH2:13][CH2:14][CH2:15][CH:16]=[O:17])[C@H:9]1[C:18]([O:20][CH2:21][C:22]1[CH:27]=[CH:26][CH:25]=[CH:24][CH:23]=1)=[O:19])([C:4]([CH3:7])([CH3:6])[CH3:5])([CH3:3])[CH3:2].[Br-:28].[Br-].[Br-].C([N+](CCCC)(CCCC)CCCC)CCC.C([N+](CCCC)(CCCC)CCCC)CCC.C([N+](CCCC)(CCCC)CCCC)CCC, predict the reaction product.